The task is: Predict which catalyst facilitates the given reaction.. This data is from Catalyst prediction with 721,799 reactions and 888 catalyst types from USPTO. (1) Reactant: [CH:1](=[O:9])[C:2]1[C:3](=[CH:5][CH:6]=[CH:7][CH:8]=1)[OH:4].[I:10]Cl. Product: [OH:4][C:3]1[CH:5]=[CH:6][C:7]([I:10])=[CH:8][C:2]=1[CH:1]=[O:9]. The catalyst class is: 2. (2) Reactant: Cl[C:2]1[N:7]=[CH:6][N:5]=[C:4]([C:8]([NH:10][CH2:11][C@H:12]([OH:24])[CH2:13][N:14]2[CH2:23][CH2:22][C:21]3[C:16](=[CH:17][CH:18]=[CH:19][CH:20]=3)[CH2:15]2)=[O:9])[CH:3]=1.[O:25]1[CH2:28][CH:27]([NH2:29])[CH2:26]1.CCN(C(C)C)C(C)C. Product: [CH2:15]1[C:16]2[C:21](=[CH:20][CH:19]=[CH:18][CH:17]=2)[CH2:22][CH2:23][N:14]1[CH2:13][C@@H:12]([OH:24])[CH2:11][NH:10][C:8]([C:4]1[CH:3]=[C:2]([NH:29][CH:27]2[CH2:28][O:25][CH2:26]2)[N:7]=[CH:6][N:5]=1)=[O:9]. The catalyst class is: 41. (3) Reactant: [CH2:1]([O:4][CH2:5][CH2:6][OH:7])[CH:2]=[CH2:3].CCN(CC)CC.[F:15][C:16]([F:27])([F:26])[C:17](O[C:17](=[O:18])[C:16]([F:27])([F:26])[F:15])=[O:18]. Product: [F:15][C:16]([F:27])([F:26])[C:17]([O:7][CH2:6][CH2:5][O:4][CH2:1][CH:2]=[CH2:3])=[O:18]. The catalyst class is: 79. (4) Reactant: C([O:3][C:4](=[O:33])[CH2:5][CH:6]([N:10]1[C:14]2[CH:15]=[CH:16][CH:17]=[CH:18][C:13]=2[N:12]([CH2:19][C:20]2[CH:21]=[C:22]([CH3:31])[N:23]3[C:28]=2[C:27]([Cl:29])=[CH:26][C:25]([Cl:30])=[CH:24]3)[C:11]1=[O:32])[CH2:7][CH2:8][CH3:9])C.[Li+].[OH-]. Product: [Cl:30][C:25]1[CH:26]=[C:27]([Cl:29])[C:28]2[N:23]([C:22]([CH3:31])=[CH:21][C:20]=2[CH2:19][N:12]2[C:13]3[CH:18]=[CH:17][CH:16]=[CH:15][C:14]=3[N:10]([CH:6]([CH2:7][CH2:8][CH3:9])[CH2:5][C:4]([OH:33])=[O:3])[C:11]2=[O:32])[CH:24]=1. The catalyst class is: 38.